Predict the product of the given reaction. From a dataset of Forward reaction prediction with 1.9M reactions from USPTO patents (1976-2016). (1) The product is: [Br:1][C:2]1[CH:3]=[C:4]2[N:10]=[N:11][N:8]([CH3:9])[C:5]2=[N:6][CH:7]=1. Given the reactants [Br:1][C:2]1[CH:3]=[C:4]([NH2:10])[C:5]([NH:8][CH3:9])=[N:6][CH:7]=1.[N:11]([O-])=O.[Na+].[OH-].[Na+], predict the reaction product. (2) Given the reactants [C:1]1([P:7]2(=[O:12])[CH2:11][CH2:10][CH2:9][CH2:8]2)[CH:6]=[CH:5][CH:4]=[CH:3][CH:2]=1.[CH2:13]=[O:14].C1(C)C=CC=CC=1, predict the reaction product. The product is: [C:1]1([P:7]2(=[O:12])[CH2:8][CH2:9][CH2:10][CH:11]2[CH2:13][OH:14])[CH:2]=[CH:3][CH:4]=[CH:5][CH:6]=1.